Dataset: Forward reaction prediction with 1.9M reactions from USPTO patents (1976-2016). Task: Predict the product of the given reaction. Given the reactants [Br:1][C:2]1[CH:7]=[CH:6][C:5]([O:8][CH3:9])=[CH:4][C:3]=1[CH2:10][CH2:11][C:12]([C:14]1[CH:19]=[CH:18][CH:17]=[CH:16][CH:15]=1)=[O:13].Cl[Si](C)(C)[CH3:22].[C:25]([O-:28])(O)=O.[Na+], predict the reaction product. The product is: [Br:1][C:2]1[CH:7]=[CH:6][C:5]([O:8][CH3:9])=[CH:4][C:3]=1[CH2:10][CH2:11][C:12]1([C:14]2[CH:15]=[CH:16][CH:17]=[CH:18][CH:19]=2)[O:28][CH2:25][CH2:22][O:13]1.